This data is from Reaction yield outcomes from USPTO patents with 853,638 reactions. The task is: Predict the reaction yield, written as a fraction of the theoretical maximum amount of product (1.0 means a 100% yield; for example, 0.34 means a 34% yield). (1) The catalyst is C1COCC1. The product is [C:15]1([C:12]2[CH:13]=[CH:14][C:9]([C:7]([NH:6][CH2:5][C:4]([OH:21])=[O:3])=[O:8])=[N:10][CH:11]=2)[CH:16]=[CH:17][CH:18]=[CH:19][CH:20]=1. The reactants are C([O:3][C:4](=[O:21])[CH2:5][NH:6][C:7]([C:9]1[CH:14]=[CH:13][C:12]([C:15]2[CH:20]=[CH:19][CH:18]=[CH:17][CH:16]=2)=[CH:11][N:10]=1)=[O:8])C.CO.O.O[Li].O. The yield is 0.830. (2) The reactants are Br[C:2]1[CH:7]=[C:6]([CH2:8][S:9]([N:12]2[CH2:17][C@H:16]([CH3:18])[NH:15][C@H:14]([CH3:19])[CH2:13]2)(=[O:11])=[O:10])[CH:5]=[CH:4][C:3]=1[NH2:20].CCO.C([O-])([O-])=O.[Na+].[Na+].[C:30]1(B(O)O)[CH2:35][CH2:34][CH2:33][CH2:32][CH:31]=1. The catalyst is C1(C)C=CC=CC=1.CCOC(C)=O.C1C=CC([P]([Pd]([P](C2C=CC=CC=2)(C2C=CC=CC=2)C2C=CC=CC=2)([P](C2C=CC=CC=2)(C2C=CC=CC=2)C2C=CC=CC=2)[P](C2C=CC=CC=2)(C2C=CC=CC=2)C2C=CC=CC=2)(C2C=CC=CC=2)C2C=CC=CC=2)=CC=1. The product is [C:30]1([C:2]2[CH:7]=[C:6]([CH2:8][S:9]([N:12]3[CH2:17][C@H:16]([CH3:18])[NH:15][C@H:14]([CH3:19])[CH2:13]3)(=[O:11])=[O:10])[CH:5]=[CH:4][C:3]=2[NH2:20])[CH2:35][CH2:34][CH2:33][CH2:32][CH:31]=1. The yield is 0.860. (3) The reactants are [C:1](Cl)(=[O:8])[C:2]1[CH:7]=[CH:6][CH:5]=[CH:4][CH:3]=1.[NH2:10][C:11]1[S:12][C:13]([CH:17]=[O:18])=[C:14]([Cl:16])[N:15]=1.N1C=CC=CC=1. The catalyst is CN(C)C1C=CN=CC=1.O1CCCC1. The product is [Cl:16][C:14]1[N:15]=[C:11]([NH:10][C:1](=[O:8])[C:2]2[CH:7]=[CH:6][CH:5]=[CH:4][CH:3]=2)[S:12][C:13]=1[CH:17]=[O:18]. The yield is 0.190.